Dataset: Experimentally validated miRNA-target interactions with 360,000+ pairs, plus equal number of negative samples. Task: Binary Classification. Given a miRNA mature sequence and a target amino acid sequence, predict their likelihood of interaction. (1) Result: 0 (no interaction). The protein sequence of the target gene is MVVVTGREPDSRHSDGAMSSSEAEDDFLEPATPTATQAGHGLPLLPQEFPEVVPLNIGGAHFTTRLSTLRRYEDTMLAAMFSGRHYIPTDSEGRYFIDRDGTHFGDVLNFLRSGDLPPREHVRAVHKEAQYYAIGPLLEQLENMQPLKGEKVRQAFLGLMPYYKDHLERIVEIARLRAVQRKARFAKLKVCVFKEEMPITPYECPLLNSLRFERSESDGQLFEHHCEVDVSFGPWEAVADVYDLLHCLVTDLSAQGLTVDHQCIGVCDKHLVNHYYCKRPIYEFKITWW. The miRNA is hsa-miR-570-3p with sequence CGAAAACAGCAAUUACCUUUGC. (2) The miRNA is hsa-miR-5695 with sequence ACUCCAAGAAGAAUCUAGACAG. The protein sequence of the target gene is MAGSGCAWGAEPPRFLEAFGRLWQVQSRLGSGSSASVYRVRCCGTPGSPPGALKQFLPPGTTGAAASAAEYGFRKERAALEQLQGHRNIVTLYGVFTIHFSPNVPSRCLLLELLDVSVSELLLYSSHQGCSMWMIQHCARDVLEALAFLHHEGYVHADLKPRNILWSAENECFKLIDFGLSFKEGNQDVKYIQTDGYRAPEAELQNCLAQAGLQSDTECTSAVDLWSLGIILLEMFSGMKLKHTVRSQEWKANSSAIIDHIFASKAVVNAAIPAYHLRDLIKSMLHDDPGRRIPAEMALC.... Result: 0 (no interaction). (3) The miRNA is mmu-miR-380-3p with sequence UAUGUAGUAUGGUCCACAUCUU. The protein sequence of the target gene is MESSPESLQPLEHGVAAGPASGTGSSQEGLQETRLAAGDGPGVWAAETSGGNGLGAAAARRSLPDSASPAGSPEVPGPCSSSAGLDLKDSGLESPAAAEAPLRGQYKVTASPETAVAGVGHELGTAGDAGARPDLAGTCQAELTAAGSEEPSSAGGLSSSCSDPSPPGESPSLDSLESFSNLHSFPSSCEFNSEEGAENRVPEEEEGAAVLPGAVPLCKEEEGEETAQVLAASKERFPGQSVYHIKWIQWKEENTPIITQNENGPCPLLAILNVLLLAWKVKLPPMMEIITAEQLMEYLG.... Result: 0 (no interaction). (4) The miRNA is hsa-miR-6762-3p with sequence UGGCUGCUUCCCUUGGUCUCCAG. The protein sequence of the target gene is MAASAAVFSRLRSGLRLGSRGLCTRLATPPRRAPDQAAEIGSRGSTKAQGPQQQPGSEGPSYAKKVALWLAGLLGAGGTVSVVYIFGNNPVDENGAKIPDEFDNDPILVQQLRRTYKYFKDYRQMIIEPTSPCLLPDPLQEPYYQPPYTLVLELTGVLLHPEWSLATGWRFKKRPGIETLFQQLAPLYEIVIFTSETGMTAFPLIDSVDPHGFISYRLFRDATRYMDGHHVKDISCLNRDPARVVVVDCKKEAFRLQPYNGVALRPWDGNSDDRVLLDLSAFLKTIALNGVEDVRTVLEH.... Result: 0 (no interaction). (5) The miRNA is ssc-miR-143-3p with sequence UGAGAUGAAGCACUGUAGCUC. The protein sequence of the target gene is MASGHSLLLENAQQVVLVCARGERFLARDALRSLAVLEGASLVVGKDGFIKAIGPADVIQRQFSGETFEEIIDCSGKCILPGLVDAHTHPVWAGERVHEFAMKLAGATYMEIHQAGGGIHFTVERTRQATEEELFRSLQQRLQCMMRAGTTLVECKSGYGLDLETELKMLRVIERARRELDIGISATYCGAHSVPKGKTATEAADDIINNHLPKLKELGRNGEIHVDNIDVFCEKGVFDLDSTRRILQRGKDIGLQINFHGDELHPMKAAELGAELGAQAISHLEEVSDEGIVAMATARC.... Result: 0 (no interaction). (6) The miRNA is rno-miR-500-3p with sequence AAUGCACCUGGGCAAGGGUUCA. The protein sequence of the target gene is MTKFQEMVTFKDVAVVFTREELGLLDLAQRKLYQDVMLENFRNLLSVGYQPFKLDVILQLGKEDKLRMMETEIQGDGCSGHKNQNEIDTLQEVRLRFLSYEDLICWQIWEQFTSKLTSNQDLIINLQGKRSKLLKQGDSPCQVWTGESSQVSEDENYVIKLQGESSNSIKNQELPLRTTWDFWRKMYLREPQNYQSRCQQIDVKNKLCKCDHCVRQRIAHQHDDHGVHKREKAFSHNNCGKDCVKESSQHSIIQSGEQTSDENGKGLSVGSNLELHQQLHLRDKPHVNVEYGKGIGYSSG.... Result: 0 (no interaction). (7) The miRNA is mmu-miR-5125 with sequence UCUGCCUGGGAUUUCCUUGU. The protein sequence of the target gene is MDGIIEQKSMLVHSKISDAGKRNGLINTRNLMAESRDGLVSVYPAPQYQSHRVGASTVPASLDSSRSEPMQQLLDPNTLQQSVESRYRPNIILYSEGVLRSWGDGVAADCCETTFIEDRSPTKDSLEYPDGKFIDLSADDIKIHTLSYDVEEEEEFQELESDYSSDTESEDNFLMMPPRDHLGLSVFSMLCCFWPLGIAAFYLSHETNKAVAKGDLHQASTSSRRALFLAVLSITIGTGVYVGVAVALIAYLSKNNHL. Result: 0 (no interaction). (8) The miRNA is hsa-miR-4750-5p with sequence CUCGGGCGGAGGUGGUUGAGUG. The protein sequence of the target gene is MLGSMARKKPRNTSRLPLALNPLKSKDVLAVLAERNEAIVPVGAWVEPASPGSSEIPAYTSAYLIEEELKEQLRKKQEALKHFQKQVKYRVNQQIRLRKKQQLQKSYERAQKEGSIAMQSSATHLTSKRTSVFPNNLNVAIGSSRLPPSLMPGDGIEDEENQNELFQQQAQALSETMKQARHRLASFKTVIKKKGSVFPDDGRKSFLTREEVLSRKPASTGINTGIRGELPIKVHQGLLAAVPYQNYMENQELDYEEPDYEESSSLVTDEKGKEDLFGRGQQDQQAIHSEDKNKPFSRVQ.... Result: 0 (no interaction). (9) The miRNA is hsa-miR-6739-3p with sequence AUUGUUCUGUCUUUCUCCCAG. The protein sequence of the target gene is MGKRRCVPPLEPKLAAGCCGVKKPKLSGSGTHSHGNQSTTVPGSSSGPLQNHQHVDNSSGRENVSDLTLGPGNSPITRMNTASGALSPLPRPNGTANSTKNLVVTAEMCCYCFDVLYCHLYGFPQPRLPRFTNDPYPLFVTWKTGRDKRLRGCIGTFSAMNLHSGLREYTLTSALKDSRFPPLTREELPKLFCSVSLLTNFEDASDYLDWEVGVHGIRIEFINEKGIKRTATYLPEVAKEQDWDQIQTIDSLLRKGGFKAPITSEFRKSIKLTRYRSEKVTISYAEYIASRQHCFQNGTL.... Result: 0 (no interaction).